Task: Regression. Given two drug SMILES strings and cell line genomic features, predict the synergy score measuring deviation from expected non-interaction effect.. Dataset: NCI-60 drug combinations with 297,098 pairs across 59 cell lines (1) Drug 1: C1CN1C2=NC(=NC(=N2)N3CC3)N4CC4. Drug 2: COCCOC1=C(C=C2C(=C1)C(=NC=N2)NC3=CC=CC(=C3)C#C)OCCOC.Cl. Cell line: HL-60(TB). Synergy scores: CSS=32.3, Synergy_ZIP=-3.24, Synergy_Bliss=-8.59, Synergy_Loewe=-17.0, Synergy_HSA=-8.15. (2) Drug 1: CC1=CC2C(CCC3(C2CCC3(C(=O)C)OC(=O)C)C)C4(C1=CC(=O)CC4)C. Drug 2: CN1C2=C(C=C(C=C2)N(CCCl)CCCl)N=C1CCCC(=O)O.Cl. Cell line: A549. Synergy scores: CSS=1.90, Synergy_ZIP=-3.39, Synergy_Bliss=-1.66, Synergy_Loewe=-4.73, Synergy_HSA=-2.19.